This data is from NCI-60 drug combinations with 297,098 pairs across 59 cell lines. The task is: Regression. Given two drug SMILES strings and cell line genomic features, predict the synergy score measuring deviation from expected non-interaction effect. (1) Drug 1: CC1CCC2CC(C(=CC=CC=CC(CC(C(=O)C(C(C(=CC(C(=O)CC(OC(=O)C3CCCCN3C(=O)C(=O)C1(O2)O)C(C)CC4CCC(C(C4)OC)O)C)C)O)OC)C)C)C)OC. Drug 2: CC=C1C(=O)NC(C(=O)OC2CC(=O)NC(C(=O)NC(CSSCCC=C2)C(=O)N1)C(C)C)C(C)C. Cell line: NCI-H522. Synergy scores: CSS=20.2, Synergy_ZIP=-1.13, Synergy_Bliss=1.86, Synergy_Loewe=-22.5, Synergy_HSA=2.29. (2) Drug 1: C1CCN(CC1)CCOC2=CC=C(C=C2)C(=O)C3=C(SC4=C3C=CC(=C4)O)C5=CC=C(C=C5)O. Drug 2: CC1=C(C=C(C=C1)C(=O)NC2=CC(=CC(=C2)C(F)(F)F)N3C=C(N=C3)C)NC4=NC=CC(=N4)C5=CN=CC=C5. Cell line: CCRF-CEM. Synergy scores: CSS=-4.90, Synergy_ZIP=3.90, Synergy_Bliss=3.48, Synergy_Loewe=-4.09, Synergy_HSA=-3.24. (3) Drug 1: C1=NC2=C(N=C(N=C2N1C3C(C(C(O3)CO)O)F)Cl)N. Drug 2: CNC(=O)C1=NC=CC(=C1)OC2=CC=C(C=C2)NC(=O)NC3=CC(=C(C=C3)Cl)C(F)(F)F. Cell line: IGROV1. Synergy scores: CSS=-0.735, Synergy_ZIP=-0.146, Synergy_Bliss=-0.923, Synergy_Loewe=-8.28, Synergy_HSA=-4.04. (4) Drug 1: C1=NC2=C(N1)C(=S)N=CN2. Drug 2: CC1=C(C=C(C=C1)C(=O)NC2=CC(=CC(=C2)C(F)(F)F)N3C=C(N=C3)C)NC4=NC=CC(=N4)C5=CN=CC=C5. Cell line: RPMI-8226. Synergy scores: CSS=-12.3, Synergy_ZIP=3.85, Synergy_Bliss=-2.41, Synergy_Loewe=-8.71, Synergy_HSA=-9.13. (5) Drug 1: C1=CC=C(C(=C1)C(C2=CC=C(C=C2)Cl)C(Cl)Cl)Cl. Drug 2: CC1CCC2CC(C(=CC=CC=CC(CC(C(=O)C(C(C(=CC(C(=O)CC(OC(=O)C3CCCCN3C(=O)C(=O)C1(O2)O)C(C)CC4CCC(C(C4)OC)O)C)C)O)OC)C)C)C)OC. Cell line: SW-620. Synergy scores: CSS=13.6, Synergy_ZIP=1.96, Synergy_Bliss=7.64, Synergy_Loewe=5.10, Synergy_HSA=6.99. (6) Drug 1: C1=NC2=C(N1)C(=S)N=C(N2)N. Drug 2: CC1C(C(=O)NC(C(=O)N2CCCC2C(=O)N(CC(=O)N(C(C(=O)O1)C(C)C)C)C)C(C)C)NC(=O)C3=C4C(=C(C=C3)C)OC5=C(C(=O)C(=C(C5=N4)C(=O)NC6C(OC(=O)C(N(C(=O)CN(C(=O)C7CCCN7C(=O)C(NC6=O)C(C)C)C)C)C(C)C)C)N)C. Cell line: DU-145. Synergy scores: CSS=33.2, Synergy_ZIP=0.489, Synergy_Bliss=-0.252, Synergy_Loewe=-0.649, Synergy_HSA=-0.559. (7) Drug 1: COC1=CC(=CC(=C1O)OC)C2C3C(COC3=O)C(C4=CC5=C(C=C24)OCO5)OC6C(C(C7C(O6)COC(O7)C8=CC=CS8)O)O. Drug 2: COCCOC1=C(C=C2C(=C1)C(=NC=N2)NC3=CC=CC(=C3)C#C)OCCOC.Cl. Cell line: NCIH23. Synergy scores: CSS=58.9, Synergy_ZIP=-1.77, Synergy_Bliss=1.03, Synergy_Loewe=-13.3, Synergy_HSA=2.03.